Dataset: Forward reaction prediction with 1.9M reactions from USPTO patents (1976-2016). Task: Predict the product of the given reaction. (1) Given the reactants [NH:1]1[CH2:11][CH2:10][CH2:9][CH:3]([C:4]([O:6][CH2:7][CH3:8])=[O:5])[CH2:2]1.[C:12]([OH:21])(=[O:20])[C@H:13]([C@@H:15]([C:17]([OH:19])=[O:18])[OH:16])[OH:14], predict the reaction product. The product is: [C:17]([C@H:15]([C@@H:13]([C:12]([OH:21])=[O:20])[OH:14])[OH:16])([OH:19])=[O:18].[NH:1]1[CH2:11][CH2:10][CH2:9][C@H:3]([C:4]([O:6][CH2:7][CH3:8])=[O:5])[CH2:2]1. (2) Given the reactants C[O:2][C:3](=[O:24])[C:4]1[CH:9]=[C:8]([C:10]2[S:11][CH:12]=[C:13]([C:15]3[CH:20]=[CH:19][C:18]([Cl:21])=[C:17]([Cl:22])[CH:16]=3)[N:14]=2)[CH:7]=[CH:6][C:5]=1Br.ClC1C=CC(C(F)(F)F)=CC=1B(O)O.[N+:39]([C:42]1[CH:47]=[CH:46][C:45]([C:48]([F:51])([F:50])[F:49])=[CH:44][C:43]=1B(O)O)([O-:41])=[O:40], predict the reaction product. The product is: [Cl:22][C:17]1[CH:16]=[C:15]([C:13]2[N:14]=[C:10]([C:8]3[CH:9]=[C:4]([C:3]([OH:2])=[O:24])[C:5]([C:43]4[CH:44]=[C:45]([C:48]([F:51])([F:50])[F:49])[CH:46]=[CH:47][C:42]=4[N+:39]([O-:41])=[O:40])=[CH:6][CH:7]=3)[S:11][CH:12]=2)[CH:20]=[CH:19][C:18]=1[Cl:21]. (3) Given the reactants [C:1]1([C:7]2[CH:12]=[CH:11][C:10](OS(C(F)(F)F)(=O)=O)=[C:9]([Cl:21])[CH:8]=2)[CH:6]=[CH:5][CH:4]=[CH:3][CH:2]=1.C1(P(C2C=CC=CC=2)CCCP(C2C=CC=CC=2)C2C=CC=CC=2)C=CC=CC=1.[CH2:51]([OH:53])[CH3:52].C(N(CC)CC)C.CN(C)[CH:63]=[O:64], predict the reaction product. The product is: [C:1]1([C:7]2[CH:12]=[CH:11][C:10]([C:63]([O:53][CH2:51][CH3:52])=[O:64])=[C:9]([Cl:21])[CH:8]=2)[CH:6]=[CH:5][CH:4]=[CH:3][CH:2]=1.